Dataset: Forward reaction prediction with 1.9M reactions from USPTO patents (1976-2016). Task: Predict the product of the given reaction. (1) Given the reactants [NH2:1][C:2]1[C:7]([CH2:8][NH:9]/[C:10](/[CH3:28])=[CH:11]\[C:12]([C:14]2[CH:19]=[CH:18][C:17]([C:20]3[C:21]([CH3:26])=[N:22][O:23][C:24]=3[CH3:25])=[CH:16][C:15]=2F)=[O:13])=[CH:6][CH:5]=[CH:4][N:3]=1.C(=O)([O-])[O-].[K+].[K+].C(OCC)(=O)C.O, predict the reaction product. The product is: [NH2:1][C:2]1[C:7]([CH2:8][N:9]2[C:19]3[C:14](=[CH:15][CH:16]=[C:17]([C:20]4[C:21]([CH3:26])=[N:22][O:23][C:24]=4[CH3:25])[CH:18]=3)[C:12](=[O:13])[CH:11]=[C:10]2[CH3:28])=[CH:6][CH:5]=[CH:4][N:3]=1. (2) Given the reactants [CH3:1][O:2][C:3]1[CH:41]=[C:40]([O:42][CH3:43])[CH:39]=[CH:38][C:4]=1[CH2:5][N:6]([C:14]1[C:19]2[N:20]=[CH:21][N:22]([CH3:23])[C:18]=2[CH:17]=[C:16]([N:24]=C(C2C=CC=CC=2)C2C=CC=CC=2)[N:15]=1)[C:7](=[O:13])[O:8][C:9]([CH3:12])([CH3:11])[CH3:10].Cl, predict the reaction product. The product is: [NH2:24][C:16]1[N:15]=[C:14]([N:6]([CH2:5][C:4]2[CH:38]=[CH:39][C:40]([O:42][CH3:43])=[CH:41][C:3]=2[O:2][CH3:1])[C:7](=[O:13])[O:8][C:9]([CH3:10])([CH3:11])[CH3:12])[C:19]2[N:20]=[CH:21][N:22]([CH3:23])[C:18]=2[CH:17]=1. (3) Given the reactants [CH3:1][N:2]1[C:7](=[O:8])[CH:6]=[CH:5][C:4]([C:9](=O)[CH2:10][CH:11]([C:19]2[CH:36]=[CH:35][C:22]([C:23]([N:25]3[CH2:30][CH2:29][CH:28]([CH2:31][C:32]([OH:34])=[O:33])[CH2:27][CH2:26]3)=[O:24])=[CH:21][CH:20]=2)[C:12]2[CH:17]=[CH:16][CH:15]=[CH:14][C:13]=2[CH3:18])=[CH:3]1.Cl.[NH2:39][OH:40].C([O-])(O)=O.[Na+], predict the reaction product. The product is: [OH:40]/[N:39]=[C:9](/[C:4]1[CH:5]=[CH:6][C:7](=[O:8])[N:2]([CH3:1])[CH:3]=1)\[CH2:10][CH:11]([C:19]1[CH:20]=[CH:21][C:22]([C:23]([N:25]2[CH2:30][CH2:29][CH:28]([CH2:31][C:32]([OH:34])=[O:33])[CH2:27][CH2:26]2)=[O:24])=[CH:35][CH:36]=1)[C:12]1[CH:17]=[CH:16][CH:15]=[CH:14][C:13]=1[CH3:18]. (4) Given the reactants [Cl:1][S:2]([OH:5])(=O)=[O:3].[N+:6]([C:9]1[CH:14]=[CH:13][CH:12]=[CH:11][C:10]=1[OH:15])([O-:8])=[O:7], predict the reaction product. The product is: [OH:15][C:10]1[CH:11]=[CH:12][C:13]([S:2]([Cl:1])(=[O:5])=[O:3])=[CH:14][C:9]=1[N+:6]([O-:8])=[O:7].